Dataset: Catalyst prediction with 721,799 reactions and 888 catalyst types from USPTO. Task: Predict which catalyst facilitates the given reaction. (1) Reactant: C(Cl)(=O)C(Cl)=O.[F:7][C:8]1[CH:13]=[CH:12][C:11]([C:14]2[CH:19]=[CH:18][C:17]([C:20]([OH:22])=O)=[CH:16][CH:15]=2)=[CH:10][CH:9]=1.[CH3:23][N:24]([CH:35]1[CH2:40][CH2:39][N:38]([CH3:41])[CH2:37][CH2:36]1)[C:25]1[O:26][C:27]2[CH:33]=[CH:32][C:31]([NH2:34])=[CH:30][C:28]=2[N:29]=1.N1C=CC=CC=1. Product: [CH3:23][N:24]([CH:35]1[CH2:40][CH2:39][N:38]([CH3:41])[CH2:37][CH2:36]1)[C:25]1[O:26][C:27]2[CH:33]=[CH:32][C:31]([NH:34][C:20]([C:17]3[CH:16]=[CH:15][C:14]([C:11]4[CH:10]=[CH:9][C:8]([F:7])=[CH:13][CH:12]=4)=[CH:19][CH:18]=3)=[O:22])=[CH:30][C:28]=2[N:29]=1. The catalyst class is: 85. (2) Reactant: C(OC([N:8]1[CH2:13][CH2:12][CH:11]([CH:14]([C:29]2[CH:30]=[N:31][CH:32]=[CH:33][CH:34]=2)[CH2:15][NH:16][C:17]([C:19]2[C:20]([Cl:28])=[C:21]3[C:25](=[CH:26][CH:27]=2)[NH:24][CH:23]=[CH:22]3)=[O:18])[CH2:10][CH2:9]1)=O)(C)(C)C.[ClH:35].O1CCOCC1. Product: [ClH:28].[ClH:35].[NH:8]1[CH2:13][CH2:12][CH:11]([CH:14]([C:29]2[CH:30]=[N:31][CH:32]=[CH:33][CH:34]=2)[CH2:15][NH:16][C:17]([C:19]2[C:20]([Cl:28])=[C:21]3[C:25](=[CH:26][CH:27]=2)[NH:24][CH:23]=[CH:22]3)=[O:18])[CH2:10][CH2:9]1. The catalyst class is: 25. (3) Reactant: O=[C:2]1[CH2:7][CH2:6][CH2:5][CH2:4][CH:3]1[C:8]#[N:9].[CH3:10][NH:11][NH2:12]. Product: [CH3:10][N:11]1[C:8]([NH2:9])=[C:3]2[C:2]([CH2:7][CH2:6][CH2:5][CH2:4]2)=[N:12]1. The catalyst class is: 8. (4) The catalyst class is: 9. Product: [CH3:1][N:2]1[CH:6]=[C:5]([C:7]2[C:8]([C:24]([N:26]3[CH2:27][CH2:28][O:29][CH2:30][CH2:31]3)=[O:25])=[CH:9][C:10]([O:16][CH2:17][C:18]3[CH:23]=[CH:22][CH:21]=[CH:20][CH:19]=3)=[C:11]([CH:15]=2)[C:12]([NH:41][C:42]2[CH:47]=[CH:46][N:45]=[N:44][CH:43]=2)=[O:13])[CH:4]=[N:3]1. Reactant: [CH3:1][N:2]1[CH:6]=[C:5]([C:7]2[C:8]([C:24]([N:26]3[CH2:31][CH2:30][O:29][CH2:28][CH2:27]3)=[O:25])=[CH:9][C:10]([O:16][CH2:17][C:18]3[CH:23]=[CH:22][CH:21]=[CH:20][CH:19]=3)=[C:11]([CH:15]=2)[C:12](O)=[O:13])[CH:4]=[N:3]1.C(N(C(C)C)CC)(C)C.[NH2:41][C:42]1[CH:47]=[CH:46][N:45]=[N:44][CH:43]=1.ON1C2N=CC=CC=2N=N1.C(Cl)CCl. (5) Reactant: [CH3:1][O:2][C:3]1[CH:4]=[CH:5][C:6]([N+:16]([O-])=O)=[C:7]2[C:12]=1[CH2:11][C@@H:10]([N:13]([CH3:15])[CH3:14])[CH2:9][CH2:8]2. Product: [CH3:1][O:2][C:3]1[C:12]2[CH2:11][C@@H:10]([N:13]([CH3:15])[CH3:14])[CH2:9][CH2:8][C:7]=2[C:6]([NH2:16])=[CH:5][CH:4]=1. The catalyst class is: 29. (6) Reactant: [NH2:1][C:2]1[CH:7]=[CH:6][C:5]([CH2:8][C:9]([CH3:11])=[O:10])=[CH:4][CH:3]=1.N1C=CC=CC=1.Cl[C:19]([O:21][CH2:22][C:23]([Cl:26])([Cl:25])[Cl:24])=[O:20]. Product: [O:10]=[C:9]([CH3:11])[CH2:8][C:5]1[CH:4]=[CH:3][C:2]([NH:1][C:19](=[O:20])[O:21][CH2:22][C:23]([Cl:26])([Cl:25])[Cl:24])=[CH:7][CH:6]=1. The catalyst class is: 7. (7) Reactant: [CH3:1][C:2]1[CH:7]=[C:6]([S:8]([CH:10]([C:15]2[CH:20]=[CH:19][CH:18]=[C:17]([C:21]3[CH:26]=[CH:25][C:24]([C:27]([F:30])([F:29])[F:28])=[CH:23][CH:22]=3)[N:16]=2)[CH2:11][CH2:12][CH2:13][CH3:14])=[O:9])[CH:5]=[CH:4][C:3]=1[O:31][CH2:32][C:33]([O:35]CC)=[O:34].[OH-].[Na+].Cl. Product: [CH3:1][C:2]1[CH:7]=[C:6]([S:8]([CH:10]([C:15]2[CH:20]=[CH:19][CH:18]=[C:17]([C:21]3[CH:26]=[CH:25][C:24]([C:27]([F:30])([F:29])[F:28])=[CH:23][CH:22]=3)[N:16]=2)[CH2:11][CH2:12][CH2:13][CH3:14])=[O:9])[CH:5]=[CH:4][C:3]=1[O:31][CH2:32][C:33]([OH:35])=[O:34]. The catalyst class is: 87. (8) Reactant: O.[C:2]([OH:6])(=[O:5])[CH:3]=O.[CH2:7]([SH:11])[CH2:8][CH2:9][SH:10].C1(C)C=CC(S(O)(=O)=O)=CC=1. Product: [S:10]1[CH2:9][CH2:8][CH2:7][S:11][CH:3]1[C:2]([OH:6])=[O:5]. The catalyst class is: 11.